From a dataset of NCI-60 drug combinations with 297,098 pairs across 59 cell lines. Regression. Given two drug SMILES strings and cell line genomic features, predict the synergy score measuring deviation from expected non-interaction effect. (1) Drug 1: CC1=C(C=C(C=C1)NC2=NC=CC(=N2)N(C)C3=CC4=NN(C(=C4C=C3)C)C)S(=O)(=O)N.Cl. Drug 2: C1=CC(=CC=C1CCC2=CNC3=C2C(=O)NC(=N3)N)C(=O)NC(CCC(=O)O)C(=O)O. Cell line: MCF7. Synergy scores: CSS=28.5, Synergy_ZIP=1.68, Synergy_Bliss=0.333, Synergy_Loewe=-11.5, Synergy_HSA=-1.52. (2) Drug 1: CC12CCC(CC1=CCC3C2CCC4(C3CC=C4C5=CN=CC=C5)C)O. Drug 2: C#CCC(CC1=CN=C2C(=N1)C(=NC(=N2)N)N)C3=CC=C(C=C3)C(=O)NC(CCC(=O)O)C(=O)O. Cell line: SK-OV-3. Synergy scores: CSS=-0.510, Synergy_ZIP=-1.30, Synergy_Bliss=0.160, Synergy_Loewe=-3.48, Synergy_HSA=-1.10. (3) Drug 1: CN(C)C1=NC(=NC(=N1)N(C)C)N(C)C. Drug 2: C1=CN(C=N1)CC(O)(P(=O)(O)O)P(=O)(O)O. Cell line: HL-60(TB). Synergy scores: CSS=-1.44, Synergy_ZIP=1.13, Synergy_Bliss=0.520, Synergy_Loewe=-0.453, Synergy_HSA=-3.01. (4) Drug 1: CN(C)C1=NC(=NC(=N1)N(C)C)N(C)C. Drug 2: C1C(C(OC1N2C=NC3=C2NC=NCC3O)CO)O. Cell line: NCI-H322M. Synergy scores: CSS=-2.02, Synergy_ZIP=-0.839, Synergy_Bliss=-3.43, Synergy_Loewe=-6.68, Synergy_HSA=-5.56. (5) Drug 1: COC1=C(C=C2C(=C1)N=CN=C2NC3=CC(=C(C=C3)F)Cl)OCCCN4CCOCC4. Drug 2: CS(=O)(=O)OCCCCOS(=O)(=O)C. Cell line: COLO 205. Synergy scores: CSS=36.7, Synergy_ZIP=5.80, Synergy_Bliss=9.07, Synergy_Loewe=6.49, Synergy_HSA=9.07. (6) Drug 1: C1=NC2=C(N=C(N=C2N1C3C(C(C(O3)CO)O)O)F)N. Drug 2: B(C(CC(C)C)NC(=O)C(CC1=CC=CC=C1)NC(=O)C2=NC=CN=C2)(O)O. Cell line: A498. Synergy scores: CSS=1.53, Synergy_ZIP=-1.63, Synergy_Bliss=-6.48, Synergy_Loewe=-61.2, Synergy_HSA=-8.84. (7) Cell line: A549. Drug 1: CCCS(=O)(=O)NC1=C(C(=C(C=C1)F)C(=O)C2=CNC3=C2C=C(C=N3)C4=CC=C(C=C4)Cl)F. Synergy scores: CSS=2.73, Synergy_ZIP=0.633, Synergy_Bliss=1.41, Synergy_Loewe=-0.0121, Synergy_HSA=-0.624. Drug 2: CC(C)(C#N)C1=CC(=CC(=C1)CN2C=NC=N2)C(C)(C)C#N. (8) Drug 1: C1CCC(C1)C(CC#N)N2C=C(C=N2)C3=C4C=CNC4=NC=N3. Drug 2: C1CNP(=O)(OC1)N(CCCl)CCCl. Cell line: A498. Synergy scores: CSS=4.70, Synergy_ZIP=1.89, Synergy_Bliss=6.42, Synergy_Loewe=1.41, Synergy_HSA=3.39. (9) Drug 1: C1CCN(CC1)CCOC2=CC=C(C=C2)C(=O)C3=C(SC4=C3C=CC(=C4)O)C5=CC=C(C=C5)O. Drug 2: CC1=C(N=C(N=C1N)C(CC(=O)N)NCC(C(=O)N)N)C(=O)NC(C(C2=CN=CN2)OC3C(C(C(C(O3)CO)O)O)OC4C(C(C(C(O4)CO)O)OC(=O)N)O)C(=O)NC(C)C(C(C)C(=O)NC(C(C)O)C(=O)NCCC5=NC(=CS5)C6=NC(=CS6)C(=O)NCCC[S+](C)C)O. Cell line: NCI/ADR-RES. Synergy scores: CSS=1.57, Synergy_ZIP=0.410, Synergy_Bliss=1.10, Synergy_Loewe=-5.27, Synergy_HSA=-2.25.